Task: Regression. Given two drug SMILES strings and cell line genomic features, predict the synergy score measuring deviation from expected non-interaction effect.. Dataset: NCI-60 drug combinations with 297,098 pairs across 59 cell lines (1) Drug 1: COC1=CC(=CC(=C1O)OC)C2C3C(COC3=O)C(C4=CC5=C(C=C24)OCO5)OC6C(C(C7C(O6)COC(O7)C8=CC=CS8)O)O. Drug 2: CC1C(C(CC(O1)OC2CC(OC(C2O)C)OC3=CC4=CC5=C(C(=O)C(C(C5)C(C(=O)C(C(C)O)O)OC)OC6CC(C(C(O6)C)O)OC7CC(C(C(O7)C)O)OC8CC(C(C(O8)C)O)(C)O)C(=C4C(=C3C)O)O)O)O. Cell line: KM12. Synergy scores: CSS=20.0, Synergy_ZIP=-0.246, Synergy_Bliss=1.88, Synergy_Loewe=5.28, Synergy_HSA=4.61. (2) Drug 1: CC1=CC2C(CCC3(C2CCC3(C(=O)C)OC(=O)C)C)C4(C1=CC(=O)CC4)C. Drug 2: CC1C(C(CC(O1)OC2CC(CC3=C2C(=C4C(=C3O)C(=O)C5=C(C4=O)C(=CC=C5)OC)O)(C(=O)CO)O)N)O.Cl. Cell line: HL-60(TB). Synergy scores: CSS=47.4, Synergy_ZIP=4.17, Synergy_Bliss=5.71, Synergy_Loewe=-29.1, Synergy_HSA=4.03. (3) Drug 1: CCN(CC)CCNC(=O)C1=C(NC(=C1C)C=C2C3=C(C=CC(=C3)F)NC2=O)C. Drug 2: CN1C2=C(C=C(C=C2)N(CCCl)CCCl)N=C1CCCC(=O)O.Cl. Cell line: SK-MEL-28. Synergy scores: CSS=2.25, Synergy_ZIP=-0.446, Synergy_Bliss=2.31, Synergy_Loewe=2.97, Synergy_HSA=1.57. (4) Drug 1: CC1=C2C(C(=O)C3(C(CC4C(C3C(C(C2(C)C)(CC1OC(=O)C(C(C5=CC=CC=C5)NC(=O)OC(C)(C)C)O)O)OC(=O)C6=CC=CC=C6)(CO4)OC(=O)C)OC)C)OC. Drug 2: CN1CCC(CC1)COC2=C(C=C3C(=C2)N=CN=C3NC4=C(C=C(C=C4)Br)F)OC. Cell line: 786-0. Synergy scores: CSS=56.6, Synergy_ZIP=5.66, Synergy_Bliss=5.26, Synergy_Loewe=-3.63, Synergy_HSA=7.12. (5) Drug 1: CC1=C(C=C(C=C1)NC(=O)C2=CC=C(C=C2)CN3CCN(CC3)C)NC4=NC=CC(=N4)C5=CN=CC=C5. Drug 2: C1CN1C2=NC(=NC(=N2)N3CC3)N4CC4. Cell line: M14. Synergy scores: CSS=21.2, Synergy_ZIP=2.32, Synergy_Bliss=2.64, Synergy_Loewe=-20.2, Synergy_HSA=-1.40.